This data is from Forward reaction prediction with 1.9M reactions from USPTO patents (1976-2016). The task is: Predict the product of the given reaction. Given the reactants O.[N+:2]([C:5]1[CH:6]=[C:7]([NH:11][C:12]([NH:14][C:15]2[CH:20]=[CH:19][CH:18]=[C:17]([N+:21]([O-])=O)[CH:16]=2)=[O:13])[CH:8]=[CH:9][CH:10]=1)([O-])=O, predict the reaction product. The product is: [NH2:21][C:17]1[CH:16]=[C:15]([NH:14][C:12]([NH:11][C:7]2[CH:8]=[CH:9][CH:10]=[C:5]([NH2:2])[CH:6]=2)=[O:13])[CH:20]=[CH:19][CH:18]=1.